Predict the reactants needed to synthesize the given product. From a dataset of Full USPTO retrosynthesis dataset with 1.9M reactions from patents (1976-2016). (1) Given the product [CH:9]1([N:12]2[C:17](=[O:18])[C:16]3=[C:15]([NH:14][C:37]4[CH:42]=[CH:41][C:40]([I:43])=[CH:39][C:38]=4[F:44])[N:22]([CH3:23])[C:21](=[O:24])[C:20]([CH3:25])=[C:19]3[N:26]([C:27]3[CH:28]=[C:29]([NH:33][C:34](=[O:36])[CH3:35])[CH:30]=[CH:31][CH:32]=3)[C:13]2=[O:45])[CH2:11][CH2:10]1, predict the reactants needed to synthesize it. The reactants are: C[O-].[Na+].O1CCCC1.[CH:9]1([N:12]2[C:17](=[O:18])[C:16]3[C:19]([NH:26][C:27]4[CH:28]=[C:29]([NH:33][C:34](=[O:36])[CH3:35])[CH:30]=[CH:31][CH:32]=4)=[C:20]([CH3:25])[C:21](=[O:24])[N:22]([CH3:23])[C:15]=3[N:14]([C:37]3[CH:42]=[CH:41][C:40]([I:43])=[CH:39][C:38]=3[F:44])[C:13]2=[O:45])[CH2:11][CH2:10]1.C(O)(=O)C. (2) Given the product [CH2:30]([C:22]1[C:23]([O:28][CH3:29])=[CH:24][C:25]2[O:26][CH2:27][C:11]3[C:10]([C:8]([N:1]4[CH2:7][CH2:6][CH2:5][N:4]([C:51]([CH:47]5[CH2:48][CH2:49][CH2:50][O:46]5)=[O:52])[CH2:3][CH2:2]4)=[O:9])=[N:14][N:13]([C:15]4[CH:19]=[CH:18][S:17][CH:16]=4)[C:12]=3[C:20]=2[CH:21]=1)[CH:31]([CH3:33])[CH3:32], predict the reactants needed to synthesize it. The reactants are: [N:1]1([C:8]([C:10]2[C:11]3[CH2:27][O:26][C:25]4[CH:24]=[C:23]([O:28][CH3:29])[C:22]([CH2:30][CH:31]([CH3:33])[CH3:32])=[CH:21][C:20]=4[C:12]=3[N:13]([C:15]3[CH:19]=[CH:18][S:17][CH:16]=3)[N:14]=2)=[O:9])[CH2:7][CH2:6][CH2:5][NH:4][CH2:3][CH2:2]1.C(Cl)Cl.C(N(CC)C(C)C)(C)C.[O:46]1[CH2:50][CH2:49][CH2:48][CH:47]1[C:51](O)=[O:52].C(P1(=O)OP(=O)(CCC)OP(=O)(CCC)O1)CC. (3) The reactants are: [H-].[Al+3].[Li+].[H-].[H-].[H-].C([O:9][C:10]([C:12]1[NH:13][C:14]2[C:19]([CH:20]=1)=[CH:18][C:17]([O:21][CH2:22][C:23](=O)[N:24]([CH3:26])[CH3:25])=[CH:16][CH:15]=2)=O)C. Given the product [CH3:25][N:24]([CH3:26])[CH2:23][CH2:22][O:21][C:17]1[CH:18]=[C:19]2[C:14](=[CH:15][CH:16]=1)[NH:13][C:12]([CH2:10][OH:9])=[CH:20]2, predict the reactants needed to synthesize it.